Dataset: Catalyst prediction with 721,799 reactions and 888 catalyst types from USPTO. Task: Predict which catalyst facilitates the given reaction. (1) Reactant: [CH3:1][CH:2]1[C:10]2[C:5](=[CH:6][CH:7]=[C:8]([C:11]3[CH:12]=[N:13][N:14]([CH3:16])[CH:15]=3)[CH:9]=2)[NH:4][CH2:3]1.Br[C:18]1[C:22]2[CH2:23][N:24]([C:27](=[O:29])[CH3:28])[CH2:25][CH2:26][C:21]=2[N:20]([CH:30]2[CH2:34][CH2:33][O:32][CH2:31]2)[N:19]=1.BrC1C=C2C(=CC=1)N(C1C3CN(C(=O)C)CCC=3N([C@H]3CCOC3)N=1)CC(O[Si](C(C)(C)C)(C)C)C2.C(O[Na])(C)(C)C.COC(C)(C)C.C1(P(C2CCCCC2)C2C=CC=CC=2C2C(OC(C)C)=CC=CC=2OC(C)C)CCCCC1. Product: [CH3:1][CH:2]1[C:10]2[C:5](=[CH:6][CH:7]=[C:8]([C:11]3[CH:12]=[N:13][N:14]([CH3:16])[CH:15]=3)[CH:9]=2)[N:4]([C:18]2[C:22]3[CH2:23][N:24]([C:27](=[O:29])[CH3:28])[CH2:25][CH2:26][C:21]=3[N:20]([C@H:30]3[CH2:34][CH2:33][O:32][CH2:31]3)[N:19]=2)[CH2:3]1. The catalyst class is: 38. (2) Reactant: [F:1][C:2]1[CH:7]=[CH:6][C:5]([CH2:8][CH2:9]O)=[C:4]([N+:11]([O-:13])=[O:12])[CH:3]=1.C1(P(C2C=CC=CC=2)C2C=CC=CC=2)C=CC=CC=1.C(Br)(Br)(Br)[Br:34]. Product: [Br:34][CH2:9][CH2:8][C:5]1[CH:6]=[CH:7][C:2]([F:1])=[CH:3][C:4]=1[N+:11]([O-:13])=[O:12]. The catalyst class is: 2.